Dataset: Catalyst prediction with 721,799 reactions and 888 catalyst types from USPTO. Task: Predict which catalyst facilitates the given reaction. (1) Reactant: [CH2:1]([N:8]1[C:17]2[C:12](=[C:13]([OH:27])[C:14]([C:24](O)=[O:25])=[N:15][C:16]=2[C:18]2[CH:19]=[N:20][CH:21]=[CH:22][CH:23]=2)[CH:11]=[C:10]([C:28]2[CH:33]=[CH:32][CH:31]=[CH:30][CH:29]=2)[C:9]1=[O:34])[C:2]1[CH:7]=[CH:6][CH:5]=[CH:4][CH:3]=1.C1C=CC2N(O)N=NC=2C=1.C(Cl)CCl.Cl.[CH3:50][O:51][C:52](=[O:58])[CH2:53][C:54]1([NH2:57])[CH2:56][CH2:55]1.CCN(C(C)C)C(C)C. Product: [CH3:50][O:51][C:52](=[O:58])[CH2:53][C:54]1([NH:57][C:24]([C:14]2[C:13]([OH:27])=[C:12]3[C:17](=[C:16]([C:18]4[CH:19]=[N:20][CH:21]=[CH:22][CH:23]=4)[N:15]=2)[N:8]([CH2:1][C:2]2[CH:7]=[CH:6][CH:5]=[CH:4][CH:3]=2)[C:9](=[O:34])[C:10]([C:28]2[CH:29]=[CH:30][CH:31]=[CH:32][CH:33]=2)=[CH:11]3)=[O:25])[CH2:56][CH2:55]1. The catalyst class is: 91. (2) Reactant: [O:1]=[C:2]1[C:7]([CH:8]([NH:10][C:11](=O)[CH3:12])[CH3:9])=[N:6][N:5]=[C:4]([C:14]2[CH:19]=[CH:18][CH:17]=[CH:16][CH:15]=2)[NH:3]1.P(Cl)(Cl)(Cl)=O. The catalyst class is: 26. Product: [CH3:9][C:8]1[N:10]=[C:11]([CH3:12])[N:6]2[C:7]=1[C:2](=[O:1])[NH:3][C:4]([C:14]1[CH:19]=[CH:18][CH:17]=[CH:16][CH:15]=1)=[N:5]2. (3) Reactant: [C:1]([O:5][C:6]([N:8]1[CH2:17][CH:16]([OH:18])[C:15]2[C:10](=[CH:11][CH:12]=[C:13]([O:19][CH2:20][CH:21]3[CH2:23][CH2:22]3)[CH:14]=2)[CH2:9]1)=[O:7])([CH3:4])([CH3:3])[CH3:2].[H-].[Na+].[CH3:26]I. Product: [C:1]([O:5][C:6]([N:8]1[CH2:17][CH:16]([O:18][CH3:26])[C:15]2[C:10](=[CH:11][CH:12]=[C:13]([O:19][CH2:20][CH:21]3[CH2:22][CH2:23]3)[CH:14]=2)[CH2:9]1)=[O:7])([CH3:4])([CH3:2])[CH3:3]. The catalyst class is: 1. (4) Reactant: Br[C:2]1[NH:3][C:4]2[C:9]([CH:10]=1)=[CH:8][CH:7]=[CH:6][CH:5]=2.[Li][CH2:12]CCC.CI. Product: [CH3:12][C:2]1[NH:3][C:4]2[C:9]([CH:10]=1)=[CH:8][CH:7]=[CH:6][CH:5]=2. The catalyst class is: 1.